Dataset: Catalyst prediction with 721,799 reactions and 888 catalyst types from USPTO. Task: Predict which catalyst facilitates the given reaction. (1) Reactant: [F:1][C:2]1[C:3]([NH2:8])=[N:4][CH:5]=[CH:6][CH:7]=1.[Br:9]N1C(=O)CCC1=O.OS([O-])=O.[Na+]. Product: [Br:9][C:6]1[CH:7]=[C:2]([F:1])[C:3]([NH2:8])=[N:4][CH:5]=1. The catalyst class is: 23. (2) Reactant: [CH2:1]([O:3][C:4](=[O:18])[NH:5][C:6]1[CH:7]=[CH:8][C:9]2[C:15](=[O:16])[CH2:14][CH2:13][CH2:12][CH2:11][C:10]=2[CH:17]=1)[CH3:2].C([Li])CCC.O1C[C@@H]1[CH2:27][NH:28][C:29](=[O:31])[CH3:30]. Product: [O:18]=[C:4]1[N:5]([C:6]2[CH:7]=[CH:8][C:9]3[C:15](=[O:16])[CH2:14][CH2:13][CH2:12][CH2:11][C:10]=3[CH:17]=2)[CH2:2][CH:1]([CH2:27][NH:28][C:29](=[O:31])[CH3:30])[O:3]1. The catalyst class is: 7. (3) Reactant: [C:1]([O:5][C:6]([N:8]1[CH2:12][C@H:11]([OH:13])[CH2:10][C@H:9]1[C:14]([O:16][CH3:17])=[O:15])=[O:7])([CH3:4])([CH3:3])[CH3:2].[H-].[Na+].[CH3:20]I. Product: [C:1]([O:5][C:6]([N:8]1[CH2:12][C@H:11]([O:13][CH3:20])[CH2:10][C@H:9]1[C:14]([O:16][CH3:17])=[O:15])=[O:7])([CH3:4])([CH3:3])[CH3:2]. The catalyst class is: 3. (4) Reactant: [CH3:1][S:2][C:3]1[C:11]([NH:12][C:13](=[O:19])[O:14][C:15]([CH3:18])([CH3:17])[CH3:16])=[C:6]2[CH:7]=[CH:8][CH:9]=[CH:10][N:5]2[N:4]=1.C([Li])CCC.[Br:25]C(Cl)(Cl)C(Br)(Cl)Cl.[Cl-].[NH4+]. Product: [Br:25][C:10]1[N:5]2[N:4]=[C:3]([S:2][CH3:1])[C:11]([NH:12][C:13](=[O:19])[O:14][C:15]([CH3:16])([CH3:18])[CH3:17])=[C:6]2[CH:7]=[CH:8][CH:9]=1. The catalyst class is: 188. (5) Reactant: [CH3:1][C:2]1[CH:10]=[CH:9][C:8]([N+:11]([O-:13])=[O:12])=[CH:7][C:3]=1[C:4]([OH:6])=O.CN(C(ON1N=NC2C=CC=NC1=2)=[N+](C)C)C.F[P-](F)(F)(F)(F)F.C(NC(C)C)(C)C.[N:45]1[CH:50]=[C:49]([NH2:51])[CH:48]=[N:47][CH:46]=1. Product: [CH3:1][C:2]1[CH:10]=[CH:9][C:8]([N+:11]([O-:13])=[O:12])=[CH:7][C:3]=1[C:4]([NH:51][C:49]1[CH:50]=[N:45][CH:46]=[N:47][CH:48]=1)=[O:6]. The catalyst class is: 3. (6) Reactant: Br[CH2:2][CH2:3][CH2:4][CH2:5][CH2:6][O:7][C:8]1[N:9]=[CH:10][C:11]2[C:16]([CH:17]=1)=[CH:15][CH:14]=[CH:13][CH:12]=2.Cl.[Cl:19][C:20]1[CH:21]=[C:22]([N:26]2[CH2:31][CH2:30][NH:29][CH2:28][CH2:27]2)[CH:23]=[CH:24][CH:25]=1.C(N(CC)CC)C. Product: [Cl:19][C:20]1[CH:21]=[C:22]([N:26]2[CH2:31][CH2:30][N:29]([CH2:2][CH2:3][CH2:4][CH2:5][CH2:6][O:7][C:8]3[N:9]=[CH:10][C:11]4[C:16]([CH:17]=3)=[CH:15][CH:14]=[CH:13][CH:12]=4)[CH2:28][CH2:27]2)[CH:23]=[CH:24][CH:25]=1. The catalyst class is: 10. (7) Product: [CH:3]([C:4]1[N:5]([CH2:14][O:15][CH2:16][CH2:17][Si:18]([CH3:19])([CH3:21])[CH3:20])[CH:6]=[CH:7][C:8]=1[C:9]([O:11][CH2:12][CH3:13])=[O:10])=[O:2]. The catalyst class is: 11. Reactant: C[O:2][CH2:3][C:4]1[N:5]([CH2:14][O:15][CH2:16][CH2:17][Si:18]([CH3:21])([CH3:20])[CH3:19])[CH:6]=[CH:7][C:8]=1[C:9]([O:11][CH2:12][CH3:13])=[O:10].BrC1N(COCC[Si](C)(C)C)C(COC)=C(C(OCC)=O)C=1.